Dataset: Catalyst prediction with 721,799 reactions and 888 catalyst types from USPTO. Task: Predict which catalyst facilitates the given reaction. (1) Reactant: [NH2:1][C:2]1[CH:3]=[C:4]([C:12]2[CH:17]=[CH:16][CH:15]=[CH:14][CH:13]=2)[CH:5]=[C:6]([O:10][CH3:11])[C:7]=1[C:8]#[N:9].[OH-:18].[K+].Cl. Product: [NH2:1][C:2]1[CH:3]=[C:4]([C:12]2[CH:17]=[CH:16][CH:15]=[CH:14][CH:13]=2)[CH:5]=[C:6]([O:10][CH3:11])[C:7]=1[C:8]([NH2:9])=[O:18]. The catalyst class is: 14. (2) Reactant: [CH3:1][O:2][C:3]1[CH:4]=[CH:5][C:6]2[O:11][CH2:10][C:9](=[O:12])[NH:8][C:7]=2[CH:13]=1.[H-].[Na+].CS(O[CH2:21][CH2:22][C@H:23]1[CH2:28][CH2:27][C@H:26]([NH:29][C:30]([O:32][C:33]([CH3:36])([CH3:35])[CH3:34])=[O:31])[CH2:25][CH2:24]1)(=O)=O.C(OC(=O)NC1CCN(CCN2C3C(=CC=C(OC)C=3)C=CC2=O)CC1)(C)(C)C. Product: [C:33]([O:32][C:30](=[O:31])[NH:29][C@H:26]1[CH2:25][CH2:24][C@H:23]([CH2:22][CH2:21][N:8]2[C:7]3[CH:13]=[C:3]([O:2][CH3:1])[CH:4]=[CH:5][C:6]=3[O:11][CH2:10][C:9]2=[O:12])[CH2:28][CH2:27]1)([CH3:36])([CH3:35])[CH3:34]. The catalyst class is: 98. (3) Reactant: CC1C=CC(S(O[CH2:12][C@H:13]2[CH2:22][CH2:21][C:20]3[C:15](=[C:16]([C:23]4[C:28]([Cl:29])=[CH:27][CH:26]=[CH:25][C:24]=4[Cl:30])[CH:17]=[CH:18][CH:19]=3)[O:14]2)(=O)=O)=CC=1.[CH3:31][NH2:32].[OH-].[Na+]. Product: [Cl:30][C:24]1[CH:25]=[CH:26][CH:27]=[C:28]([Cl:29])[C:23]=1[C:16]1[CH:17]=[CH:18][CH:19]=[C:20]2[C:15]=1[O:14][C@@H:13]([CH2:12][NH:32][CH3:31])[CH2:22][CH2:21]2. The catalyst class is: 550. (4) Reactant: [Cl:1][C:2]1[CH:7]=[C:6]([Cl:8])[CH:5]=[CH:4][C:3]=1[C:9]1[CH:10]=[C:11]2[C:19](=[CH:20][CH:21]=1)[C:18](=O)[C@H:17]1[C@@H:12]2[CH2:13][NH:14][CH2:15][CH2:16]1.[SiH](CC)(CC)CC. Product: [Cl:1][C:2]1[CH:7]=[C:6]([Cl:8])[CH:5]=[CH:4][C:3]=1[C:9]1[CH:10]=[C:11]2[C:19](=[CH:20][CH:21]=1)[CH2:18][C@H:17]1[C@@H:12]2[CH2:13][NH:14][CH2:15][CH2:16]1. The catalyst class is: 55. (5) Reactant: Br[C:2]1[C:10]2[O:9][CH2:8][C@@H:7]([N:11]([C:26](=[O:31])[C:27]([F:30])([F:29])[F:28])[C:12]3[CH:25]=[CH:24][C:15]4[C@H:16]([CH2:19][C:20]([O:22][CH3:23])=[O:21])[CH2:17][O:18][C:14]=4[CH:13]=3)[C:6]=2[CH:5]=[CH:4][CH:3]=1.[N:32]1[CH:37]=[CH:36][CH:35]=[CH:34][C:33]=1[NH2:38].C(=O)([O-])[O-].[Cs+].[Cs+].C1(P(C2C=CC=CC=2)C2C3OC4C(=CC=CC=4P(C4C=CC=CC=4)C4C=CC=CC=4)C(C)(C)C=3C=CC=2)C=CC=CC=1. Product: [N:32]1[CH:37]=[CH:36][CH:35]=[CH:34][C:33]=1[NH:38][C:2]1[C:10]2[O:9][CH2:8][C@@H:7]([N:11]([C:26](=[O:31])[C:27]([F:30])([F:29])[F:28])[C:12]3[CH:25]=[CH:24][C:15]4[C@H:16]([CH2:19][C:20]([O:22][CH3:23])=[O:21])[CH2:17][O:18][C:14]=4[CH:13]=3)[C:6]=2[CH:5]=[CH:4][CH:3]=1.[N:32]1[CH:37]=[CH:36][CH:35]=[CH:34][C:33]=1[NH:38][C:2]1[C:10]2[O:9][CH2:8][C@@H:7]([NH:11][C:12]3[CH:25]=[CH:24][C:15]4[C@H:16]([CH2:19][C:20]([O:22][CH3:23])=[O:21])[CH2:17][O:18][C:14]=4[CH:13]=3)[C:6]=2[CH:5]=[CH:4][CH:3]=1. The catalyst class is: 491. (6) Reactant: [C:1]([CH2:3][C:4]([O:6][CH2:7][CH3:8])=[O:5])#[N:2].[CH3:9][O:10][C:11]1[CH:12]=[C:13]([C:21](=O)[CH3:22])[CH:14]=[C:15]([O:19][CH3:20])[C:16]=1[O:17][CH3:18].N1CCOCC1.BrC1C=CC2OC(C(NC3[S:43]C=C(C4C=CC(Cl)=CC=4)C=3C(O)=O)=O)=NC=2C=1. Product: [NH2:2][C:1]1[S:43][CH:22]=[C:21]([C:13]2[CH:12]=[C:11]([O:10][CH3:9])[C:16]([O:17][CH3:18])=[C:15]([O:19][CH3:20])[CH:14]=2)[C:3]=1[C:4]([O:6][CH2:7][CH3:8])=[O:5]. The catalyst class is: 11. (7) Reactant: [Br:1][C:2]1[CH:3]=[CH:4][C:5]([Cl:24])=[C:6]([CH:23]=1)[C:7]([NH:9][C:10]1[N:14]([C:15]2[CH:20]=[CH:19][CH:18]=[CH:17][CH:16]=2)[N:13]=[C:12]([C:21]#[N:22])[CH:11]=1)=[O:8].C([O-])([O-])=[O:26].[K+].[K+].OO. Product: [Br:1][C:2]1[CH:3]=[CH:4][C:5]([Cl:24])=[C:6]([CH:23]=1)[C:7]([NH:9][C:10]1[N:14]([C:15]2[CH:20]=[CH:19][CH:18]=[CH:17][CH:16]=2)[N:13]=[C:12]([C:21]([NH2:22])=[O:26])[CH:11]=1)=[O:8]. The catalyst class is: 16. (8) Reactant: C([N:8](CC1C=CC=CC=1)[C:9]1[CH:14]=[CH:13][CH:12]=[CH:11][C:10]=1[C:15]1([OH:18])[CH2:17][CH2:16]1)C1C=CC=CC=1.[H][H]. Product: [NH2:8][C:9]1[CH:14]=[CH:13][CH:12]=[CH:11][C:10]=1[C:15]1([OH:18])[CH2:16][CH2:17]1. The catalyst class is: 19.